From a dataset of Reaction yield outcomes from USPTO patents with 853,638 reactions. Predict the reaction yield, written as a fraction of the theoretical maximum amount of product (1.0 means a 100% yield; for example, 0.34 means a 34% yield). (1) The reactants are [Si:1]([O:8][CH2:9][CH:10]([NH:17][C:18](=[O:24])[O:19][C:20]([CH3:23])([CH3:22])[CH3:21])[C:11](N(OC)C)=[O:12])([C:4]([CH3:7])([CH3:6])[CH3:5])([CH3:3])[CH3:2].[CH3:25][CH2:26][Mg+].[Br-]. The catalyst is C1COCC1. The product is [Si:1]([O:8][CH2:9][CH:10]([NH:17][C:18](=[O:24])[O:19][C:20]([CH3:21])([CH3:22])[CH3:23])[C:11](=[O:12])[CH2:25][CH3:26])([C:4]([CH3:5])([CH3:6])[CH3:7])([CH3:2])[CH3:3]. The yield is 0.860. (2) The reactants are [O:1]1[C:5]2([CH2:10][CH2:9][C:8](=[O:11])[CH2:7][CH2:6]2)[O:4][CH2:3][CH2:2]1.[BH4-].[Na+]. The catalyst is CO. The product is [O:1]1[C:5]2([CH2:10][CH2:9][CH:8]([OH:11])[CH2:7][CH2:6]2)[O:4][CH2:3][CH2:2]1. The yield is 0.940.